Dataset: Forward reaction prediction with 1.9M reactions from USPTO patents (1976-2016). Task: Predict the product of the given reaction. (1) Given the reactants [BH4-].[Na+].C[O:4][C:5]([C:7]1[C:8]([CH:13]2[CH2:18][CH2:17][N:16]([C:19]([O:21][C:22]([CH3:25])([CH3:24])[CH3:23])=[O:20])[CH2:15][CH2:14]2)=[N:9][CH:10]=[CH:11][CH:12]=1)=O.CO, predict the reaction product. The product is: [C:22]([O:21][C:19]([N:16]1[CH2:17][CH2:18][CH:13]([C:8]2[C:7]([CH2:5][OH:4])=[CH:12][CH:11]=[CH:10][N:9]=2)[CH2:14][CH2:15]1)=[O:20])([CH3:25])([CH3:23])[CH3:24]. (2) Given the reactants [C:1]([C:3]1[CH:8]=[CH:7][C:6]([C:9]2[CH:10]=[N:11][N:12]3[CH:17]=[CH:16][C:15]([C:18]4[CH:26]=[CH:25][C:21]([C:22]([OH:24])=O)=[CH:20][CH:19]=4)=[N:14][C:13]=23)=[CH:5][CH:4]=1)#[N:2].CN1CCOCC1.CN(C(ON1N=NC2C=CC=NC1=2)=[N+](C)C)C.F[P-](F)(F)(F)(F)F.[CH3:58][C:59]1([NH:65][C:66](=[O:72])[O:67][C:68]([CH3:71])([CH3:70])[CH3:69])[CH2:64][CH2:63][NH:62][CH2:61][CH2:60]1, predict the reaction product. The product is: [C:1]([C:3]1[CH:4]=[CH:5][C:6]([C:9]2[CH:10]=[N:11][N:12]3[CH:17]=[CH:16][C:15]([C:18]4[CH:26]=[CH:25][C:21]([C:22]([N:62]5[CH2:61][CH2:60][C:59]([NH:65][C:66](=[O:72])[O:67][C:68]([CH3:71])([CH3:70])[CH3:69])([CH3:58])[CH2:64][CH2:63]5)=[O:24])=[CH:20][CH:19]=4)=[N:14][C:13]=23)=[CH:7][CH:8]=1)#[N:2]. (3) Given the reactants [NH2:1][C:2]1[CH:3]=[C:4]2[C:8](=[CH:9][CH:10]=1)[NH:7][N:6]=[CH:5]2.S([O-])([O-])(=O)=O.[Mg+2].[Cl-].[C:18]([O:22][C:23](=[O:26])[CH2:24][Zn+])([CH3:21])([CH3:20])[CH3:19], predict the reaction product. The product is: [CH2:18]([O:22][C:23](=[O:26])[CH:24]([NH:1][C:2]1[CH:3]=[C:4]2[C:8](=[CH:9][CH:10]=1)[NH:7][N:6]=[CH:5]2)[CH2:24][C:23]([O:22][C:18]([CH3:21])([CH3:20])[CH3:19])=[O:26])[CH3:19]. (4) Given the reactants [OH:1][CH2:2][CH2:3][C:4]([OH:6])=O.[O:7]1[CH2:10][CH:9]([N:11]2[CH2:16][CH2:15][N:14]([C:17]3[CH:22]=[CH:21][C:20]([NH:23][C:24]4[N:29]=[CH:28][N:27]=[C:26]([C:30]5[CH:31]=[CH:32][C:33]([O:38][C@@H:39]6[CH2:43][CH2:42][NH:41][CH2:40]6)=[C:34]([CH:37]=5)[C:35]#[N:36])[N:25]=4)=[CH:19][CH:18]=3)[CH2:13][CH2:12]2)[CH2:8]1, predict the reaction product. The product is: [OH:1][CH2:2][CH2:3][C:4]([N:41]1[CH2:42][CH2:43][C@@H:39]([O:38][C:33]2[CH:32]=[CH:31][C:30]([C:26]3[N:25]=[C:24]([NH:23][C:20]4[CH:21]=[CH:22][C:17]([N:14]5[CH2:13][CH2:12][N:11]([CH:9]6[CH2:8][O:7][CH2:10]6)[CH2:16][CH2:15]5)=[CH:18][CH:19]=4)[N:29]=[CH:28][N:27]=3)=[CH:37][C:34]=2[C:35]#[N:36])[CH2:40]1)=[O:6]. (5) Given the reactants [C:1]([C:4]1[C:38]([Cl:39])=[CH:37][C:7]2[N:8](CC3C=CC=CC=3)[CH2:9][CH:10]([C:12]([N:14]3[CH2:19][CH2:18][C:17]([CH2:22][C:23]4[CH:28]=[CH:27][C:26]([F:29])=[CH:25][CH:24]=4)([C:20]#[N:21])[CH2:16][CH2:15]3)=[O:13])[O:11][C:6]=2[CH:5]=1)(=[O:3])[CH3:2], predict the reaction product. The product is: [C:1]([C:4]1[C:38]([Cl:39])=[CH:37][C:7]2[NH:8][CH2:9][CH:10]([C:12]([N:14]3[CH2:19][CH2:18][C:17]([CH2:22][C:23]4[CH:24]=[CH:25][C:26]([F:29])=[CH:27][CH:28]=4)([C:20]#[N:21])[CH2:16][CH2:15]3)=[O:13])[O:11][C:6]=2[CH:5]=1)(=[O:3])[CH3:2]. (6) Given the reactants [NH2:1][CH2:2][CH2:3][CH2:4][CH2:5][C:6]1[O:10][N:9]=[C:8]([C:11]2[C:16]([Cl:17])=[CH:15][CH:14]=[CH:13][C:12]=2[Cl:18])[C:7]=1[C:19]([NH:21][C:22]1[CH:27]=[CH:26][C:25]([N:28]([CH2:31][CH3:32])[CH2:29][CH3:30])=[CH:24][CH:23]=1)=[O:20].CCN(CC)CC.[C:40](Cl)(=[O:42])[CH3:41], predict the reaction product. The product is: [C:40]([NH:1][CH2:2][CH2:3][CH2:4][CH2:5][C:6]1[O:10][N:9]=[C:8]([C:11]2[C:16]([Cl:17])=[CH:15][CH:14]=[CH:13][C:12]=2[Cl:18])[C:7]=1[C:19]([NH:21][C:22]1[CH:23]=[CH:24][C:25]([N:28]([CH2:29][CH3:30])[CH2:31][CH3:32])=[CH:26][CH:27]=1)=[O:20])(=[O:42])[CH3:41]. (7) The product is: [C:9]([O:13][C:14](=[O:15])[NH:3][CH2:4][CH:5]=[CH:6][CH2:7][NH2:8])([CH3:12])([CH3:11])[CH3:10]. Given the reactants Cl.Cl.[NH2:3][CH2:4]/[CH:5]=[CH:6]/[CH2:7][NH2:8].[C:9]([O:13][C:14](O[C:14]([O:13][C:9]([CH3:12])([CH3:11])[CH3:10])=[O:15])=[O:15])([CH3:12])([CH3:11])[CH3:10], predict the reaction product. (8) Given the reactants [C:1]([O:5][C:6]([NH:8][CH:9]1[CH2:11][CH:10]1[C:12]1[CH:13]=[CH:14][C:15]([F:21])=[C:16]([CH:20]=1)[C:17]([OH:19])=O)=[O:7])([CH3:4])([CH3:3])[CH3:2].[CH3:22][N:23]1[CH:27]=[C:26]([NH2:28])[CH:25]=[N:24]1.C(N(CC)CC)C.F[P-](F)(F)(F)(F)F.N1(OC(N(C)C)=[N+](C)C)C2N=CC=CC=2N=N1, predict the reaction product. The product is: [F:21][C:15]1[CH:14]=[CH:13][C:12]([C@@H:10]2[CH2:11][C@H:9]2[NH:8][C:6](=[O:7])[O:5][C:1]([CH3:2])([CH3:3])[CH3:4])=[CH:20][C:16]=1[C:17](=[O:19])[NH:28][C:26]1[CH:25]=[N:24][N:23]([CH3:22])[CH:27]=1.